Dataset: Full USPTO retrosynthesis dataset with 1.9M reactions from patents (1976-2016). Task: Predict the reactants needed to synthesize the given product. (1) Given the product [CH2:5]([O:12][NH:2][C:1]([NH:17][CH:14]1[CH2:16][CH2:15]1)=[S:3])[C:6]1[CH:11]=[CH:10][CH:9]=[CH:8][CH:7]=1, predict the reactants needed to synthesize it. The reactants are: [C:1]([S-:3])#[N:2].[K+].[C:5](Cl)(=[O:12])[C:6]1[CH:11]=[CH:10][CH:9]=[CH:8][CH:7]=1.[CH:14]1([NH2:17])[CH2:16][CH2:15]1. (2) Given the product [CH3:18][C:19](=[N:30][O:31][C:32]1[CH:37]=[CH:36][CH:35]=[CH:34][C:33]=1[C:38](=[N:43][O:44][CH3:45])[CH:39]=[O:40])[C:20]1[CH:25]=[CH:24][CH:23]=[C:22]([C:26]([F:28])([F:29])[F:27])[CH:21]=1, predict the reactants needed to synthesize it. The reactants are: [H-].C([Al+]CC(C)C)C(C)C.C1(C)C=CC=CC=1.[CH3:18][C:19](=[N:30][O:31][C:32]1[CH:37]=[CH:36][CH:35]=[CH:34][C:33]=1[C:38](=[N:43][O:44][CH3:45])[C:39](OC)=[O:40])[C:20]1[CH:25]=[CH:24][CH:23]=[C:22]([C:26]([F:29])([F:28])[F:27])[CH:21]=1.ClCCl. (3) The reactants are: [NH2:1][CH2:2][CH:3]1[CH:7]2[CH2:8][CH2:9][CH2:10][CH:6]2[CH2:5][N:4]1[C:11]([C:13]1[CH:18]=[C:17]([CH3:19])[CH:16]=[CH:15][C:14]=1[N:20]1[N:24]=[CH:23][CH:22]=[N:21]1)=[O:12].Cl[C:26]1[O:27][C:28]2[CH:34]=[CH:33][C:32]([Cl:35])=[CH:31][C:29]=2[N:30]=1. Given the product [Cl:35][C:32]1[CH:33]=[CH:34][C:28]2[O:27][C:26]([NH:1][CH2:2][CH:3]3[CH:7]4[CH2:8][CH2:9][CH2:10][CH:6]4[CH2:5][N:4]3[C:11]([C:13]3[CH:18]=[C:17]([CH3:19])[CH:16]=[CH:15][C:14]=3[N:20]3[N:24]=[CH:23][CH:22]=[N:21]3)=[O:12])=[N:30][C:29]=2[CH:31]=1, predict the reactants needed to synthesize it. (4) Given the product [CH3:1][O:2][C:3](=[O:12])[CH2:4][C:5]1[C:9]([CH3:10])=[N:8][N:7]([CH2:24][C:23]2[CH:26]=[CH:27][C:20]([Br:19])=[CH:21][CH:22]=2)[C:6]=1[CH3:11], predict the reactants needed to synthesize it. The reactants are: [CH3:1][O:2][C:3](=[O:12])[CH2:4][C:5]1[C:6]([CH3:11])=[N:7][NH:8][C:9]=1[CH3:10].C([O-])([O-])=O.[K+].[K+].[Br:19][C:20]1[CH:27]=[CH:26][C:23]([CH2:24]Br)=[CH:22][CH:21]=1.